This data is from Forward reaction prediction with 1.9M reactions from USPTO patents (1976-2016). The task is: Predict the product of the given reaction. (1) Given the reactants F[C:2]1[CH:11]=[C:10]([C:12]2[N:17]=[C:16]3[N:18]([CH2:21][C:22]4[CH:23]=[C:24]5[C:29](=[CH:30][CH:31]=4)[N:28]=[CH:27][CH:26]=[CH:25]5)[N:19]=[N:20][C:15]3=[CH:14][CH:13]=2)[CH:9]=[CH:8][C:3]=1C(NC)=O.[CH3:32][C:33]1(C)C2C(=CC(B3OC(C)(C)C(C)(C)O3)=CC=2)[N:35](C(OC(C)(C)C)=O)[NH:34]1.C(=O)([O-])[O-].[K+].[K+].O1CCOCC1, predict the reaction product. The product is: [CH3:32][C:33]1[C:2]2[C:3](=[CH:8][CH:9]=[C:10]([C:12]3[N:17]=[C:16]4[N:18]([CH2:21][C:22]5[CH:23]=[C:24]6[C:29](=[CH:30][CH:31]=5)[N:28]=[CH:27][CH:26]=[CH:25]6)[N:19]=[N:20][C:15]4=[CH:14][CH:13]=3)[CH:11]=2)[NH:35][N:34]=1. (2) Given the reactants [C:1]([N:5]1[C:24](=[O:25])[N:8]2[CH:9]=[C:10]([C:17]([CH3:23])([CH3:22])[C:18]([O:20]C)=[O:19])[N:11]=[C:12]([NH:13][CH:14]([CH3:16])[CH3:15])[C:7]2=[N:6]1)([CH3:4])([CH3:3])[CH3:2].[OH-].[K+].Cl, predict the reaction product. The product is: [C:1]([N:5]1[C:24](=[O:25])[N:8]2[CH:9]=[C:10]([C:17]([CH3:23])([CH3:22])[C:18]([OH:20])=[O:19])[N:11]=[C:12]([NH:13][CH:14]([CH3:15])[CH3:16])[C:7]2=[N:6]1)([CH3:3])([CH3:4])[CH3:2]. (3) The product is: [C:36]([C:33]1[CH:32]=[CH:31][C:30]([C:28]2[N:27]=[N:26][N:25]([CH2:24][C:20]3[CH:19]=[C:18]([CH:23]=[CH:22][CH:21]=3)[C:17]([NH:16][C:14]3[S:15][C:11]4[CH2:10][C@H:9]([NH:8][CH2:44][CH2:43][O:42][CH3:41])[CH2:40][CH2:39][C:12]=4[N:13]=3)=[O:38])[CH:29]=2)=[CH:35][CH:34]=1)#[N:37]. Given the reactants FC(F)(F)C(O)=O.[NH2:8][C@@H:9]1[CH2:40][CH2:39][C:12]2[N:13]=[C:14]([NH:16][C:17](=[O:38])[C:18]3[CH:23]=[CH:22][CH:21]=[C:20]([CH2:24][N:25]4[CH:29]=[C:28]([C:30]5[CH:35]=[CH:34][C:33]([C:36]#[N:37])=[CH:32][CH:31]=5)[N:27]=[N:26]4)[CH:19]=3)[S:15][C:11]=2[CH2:10]1.[CH3:41][O:42][CH2:43][CH2:44]Br.C(N(CC)CC)C.[I-].[Na+], predict the reaction product. (4) Given the reactants [OH-].[Li+].[CH3:3][C:4]1[CH:9]=[C:8]([CH3:10])[CH:7]=[C:6]([CH3:11])[C:5]=1[NH:12][C:13]([NH:15][C:16]1[CH:17]=[C:18]([C:37]2[CH:42]=[CH:41][CH:40]=[CH:39][CH:38]=2)[CH:19]=[CH:20][C:21]=1[C:22]([NH:24][C:25]1([C:33]([O:35]C)=[O:34])[CH2:32][CH2:31][CH2:30][CH2:29][CH2:28][CH2:27][CH2:26]1)=[O:23])=[O:14].CO.O, predict the reaction product. The product is: [CH3:11][C:6]1[CH:7]=[C:8]([CH3:10])[CH:9]=[C:4]([CH3:3])[C:5]=1[NH:12][C:13]([NH:15][C:16]1[CH:17]=[C:18]([C:37]2[CH:38]=[CH:39][CH:40]=[CH:41][CH:42]=2)[CH:19]=[CH:20][C:21]=1[C:22]([NH:24][C:25]1([C:33]([OH:35])=[O:34])[CH2:32][CH2:31][CH2:30][CH2:29][CH2:28][CH2:27][CH2:26]1)=[O:23])=[O:14]. (5) Given the reactants [NH:1]1[CH2:6][CH2:5][CH2:4][CH:3]([CH2:7][OH:8])[CH2:2]1.[CH2:9]=[C:10]1[O:14][C:12](=[O:13])[CH2:11]1, predict the reaction product. The product is: [OH:8][CH2:7][CH:3]1[CH2:4][CH2:5][CH2:6][N:1]([C:12](=[O:13])[CH2:11][C:10](=[O:14])[CH3:9])[CH2:2]1. (6) Given the reactants [CH3:1][N:2]([CH3:11])[CH2:3]/[CH:4]=[C:5](\[CH3:10])/[C:6]([O:8]C)=[O:7].[Li+:12].[OH-], predict the reaction product. The product is: [CH3:1][N:2]([CH3:11])[CH2:3]/[CH:4]=[C:5](\[CH3:10])/[C:6]([O-:8])=[O:7].[Li+:12]. (7) Given the reactants [CH2:1]([N:8]1[CH2:13][CH2:12][C:11]2([C:21]3[C:20](=[O:22])[NH:19][C:18](=[O:23])[NH:17][C:16]=3[CH2:15][O:14]2)[CH2:10][CH2:9]1)[C:2]1[CH:7]=[CH:6][CH:5]=[CH:4][CH:3]=1.C(=O)([O-])[O-].[K+].[K+].[F:30][C:31]1[CH:38]=[CH:37][CH:36]=[C:35]([C:39]([F:42])([F:41])[F:40])[C:32]=1[CH2:33]Br.C(OCC)(=O)C, predict the reaction product. The product is: [CH2:1]([N:8]1[CH2:13][CH2:12][C:11]2([C:21]3[C:20](=[O:22])[NH:19][C:18](=[O:23])[N:17]([CH2:33][C:32]4[C:35]([C:39]([F:40])([F:42])[F:41])=[CH:36][CH:37]=[CH:38][C:31]=4[F:30])[C:16]=3[CH2:15][O:14]2)[CH2:10][CH2:9]1)[C:2]1[CH:3]=[CH:4][CH:5]=[CH:6][CH:7]=1. (8) Given the reactants O[Li].O.[N:4]1[CH:9]=[CH:8][CH:7]=[C:6]([C:10]2[S:14][C:13]([C:15]([O:17]CC)=[O:16])=[CH:12][CH:11]=2)[N:5]=1, predict the reaction product. The product is: [N:4]1[CH:9]=[CH:8][CH:7]=[C:6]([C:10]2[S:14][C:13]([C:15]([OH:17])=[O:16])=[CH:12][CH:11]=2)[N:5]=1. (9) The product is: [Cl:22][C:19]1[CH:20]=[CH:21][C:16]([C:8]2[C:7]([CH2:6][O:5][C:30]3[C:29]([F:32])=[CH:28][C:27]([CH2:33][CH2:34][C:35]([OH:37])=[O:36])=[CH:26][C:25]=3[F:24])=[C:11]([C:12]([F:15])([F:14])[F:13])[S:10][N:9]=2)=[C:17]([F:23])[CH:18]=1. Given the reactants CS([O:5][CH2:6][C:7]1[C:8]([C:16]2[CH:21]=[CH:20][C:19]([Cl:22])=[CH:18][C:17]=2[F:23])=[N:9][S:10][C:11]=1[C:12]([F:15])([F:14])[F:13])(=O)=O.[F:24][C:25]1[CH:26]=[C:27]([CH2:33][CH2:34][C:35]([O:37]CC)=[O:36])[CH:28]=[C:29]([F:32])[C:30]=1O, predict the reaction product.